Predict the product of the given reaction. From a dataset of Forward reaction prediction with 1.9M reactions from USPTO patents (1976-2016). Given the reactants O=[C:2]1[C:11]2[C:10]([C:12]([O:14]C)=O)=[CH:9][CH:8]=[CH:7][C:6]=2[N:5]=[CH:4][NH:3]1.CCO.[NH2:19][NH2:20], predict the reaction product. The product is: [N:19]1[NH:20][C:12](=[O:14])[C:10]2[C:11]3[C:2]=1[NH:3][CH:4]=[N:5][C:6]=3[CH:7]=[CH:8][CH:9]=2.